Dataset: NCI-60 drug combinations with 297,098 pairs across 59 cell lines. Task: Regression. Given two drug SMILES strings and cell line genomic features, predict the synergy score measuring deviation from expected non-interaction effect. (1) Drug 1: COC1=C2C(=CC3=C1OC=C3)C=CC(=O)O2. Drug 2: CCC1(C2=C(COC1=O)C(=O)N3CC4=CC5=C(C=CC(=C5CN(C)C)O)N=C4C3=C2)O.Cl. Cell line: SR. Synergy scores: CSS=1.34, Synergy_ZIP=-33.1, Synergy_Bliss=-73.7, Synergy_Loewe=-73.5, Synergy_HSA=-72.0. (2) Drug 1: C1=NC2=C(N1)C(=S)N=C(N2)N. Drug 2: CC1CCC2CC(C(=CC=CC=CC(CC(C(=O)C(C(C(=CC(C(=O)CC(OC(=O)C3CCCCN3C(=O)C(=O)C1(O2)O)C(C)CC4CCC(C(C4)OC)O)C)C)O)OC)C)C)C)OC. Cell line: HOP-62. Synergy scores: CSS=26.1, Synergy_ZIP=-13.7, Synergy_Bliss=-12.2, Synergy_Loewe=-7.03, Synergy_HSA=-5.46. (3) Drug 1: CC1OCC2C(O1)C(C(C(O2)OC3C4COC(=O)C4C(C5=CC6=C(C=C35)OCO6)C7=CC(=C(C(=C7)OC)O)OC)O)O. Drug 2: CC1CCCC2(C(O2)CC(NC(=O)CC(C(C(=O)C(C1O)C)(C)C)O)C(=CC3=CSC(=N3)C)C)C. Cell line: COLO 205. Synergy scores: CSS=49.7, Synergy_ZIP=-1.15, Synergy_Bliss=-0.0612, Synergy_Loewe=-1.59, Synergy_HSA=-1.62. (4) Drug 1: CC1=C(C=C(C=C1)NC2=NC=CC(=N2)N(C)C3=CC4=NN(C(=C4C=C3)C)C)S(=O)(=O)N.Cl. Drug 2: CC12CCC3C(C1CCC2=O)CC(=C)C4=CC(=O)C=CC34C. Cell line: SF-268. Synergy scores: CSS=17.8, Synergy_ZIP=2.66, Synergy_Bliss=-0.314, Synergy_Loewe=-28.5, Synergy_HSA=-2.35. (5) Drug 1: C1=C(C(=O)NC(=O)N1)N(CCCl)CCCl. Drug 2: C1CN(P(=O)(OC1)NCCCl)CCCl. Cell line: SF-268. Synergy scores: CSS=27.4, Synergy_ZIP=-6.50, Synergy_Bliss=-3.95, Synergy_Loewe=-28.6, Synergy_HSA=-5.47. (6) Drug 1: CC1CCC2CC(C(=CC=CC=CC(CC(C(=O)C(C(C(=CC(C(=O)CC(OC(=O)C3CCCCN3C(=O)C(=O)C1(O2)O)C(C)CC4CCC(C(C4)OC)O)C)C)O)OC)C)C)C)OC. Drug 2: C1=CN(C=N1)CC(O)(P(=O)(O)O)P(=O)(O)O. Cell line: HOP-92. Synergy scores: CSS=1.96, Synergy_ZIP=0.106, Synergy_Bliss=1.27, Synergy_Loewe=-3.36, Synergy_HSA=-0.0283. (7) Drug 1: CC1C(C(CC(O1)OC2CC(OC(C2O)C)OC3=CC4=CC5=C(C(=O)C(C(C5)C(C(=O)C(C(C)O)O)OC)OC6CC(C(C(O6)C)O)OC7CC(C(C(O7)C)O)OC8CC(C(C(O8)C)O)(C)O)C(=C4C(=C3C)O)O)O)O. Drug 2: CNC(=O)C1=NC=CC(=C1)OC2=CC=C(C=C2)NC(=O)NC3=CC(=C(C=C3)Cl)C(F)(F)F. Cell line: SK-MEL-5. Synergy scores: CSS=38.3, Synergy_ZIP=1.59, Synergy_Bliss=-0.435, Synergy_Loewe=-2.31, Synergy_HSA=-2.26. (8) Drug 1: C1=NC(=NC(=O)N1C2C(C(C(O2)CO)O)O)N. Drug 2: CC1=C(C(=CC=C1)Cl)NC(=O)C2=CN=C(S2)NC3=CC(=NC(=N3)C)N4CCN(CC4)CCO. Cell line: OVCAR-8. Synergy scores: CSS=18.4, Synergy_ZIP=-3.54, Synergy_Bliss=4.44, Synergy_Loewe=2.05, Synergy_HSA=4.76. (9) Synergy scores: CSS=5.66, Synergy_ZIP=-5.85, Synergy_Bliss=-0.255, Synergy_Loewe=-9.69, Synergy_HSA=-0.186. Drug 1: CC1=C(C(=CC=C1)Cl)NC(=O)C2=CN=C(S2)NC3=CC(=NC(=N3)C)N4CCN(CC4)CCO. Cell line: A498. Drug 2: C1=CN(C=N1)CC(O)(P(=O)(O)O)P(=O)(O)O.